From a dataset of Catalyst prediction with 721,799 reactions and 888 catalyst types from USPTO. Predict which catalyst facilitates the given reaction. (1) Reactant: [Cl:1][C:2]1[C:6]([CH3:7])=[C:5]([C:8]2[CH:9]=[C:10]([C:13]([OH:15])=O)[S:11][CH:12]=2)[N:4]([CH3:16])[N:3]=1.[NH2:17][C@@H:18]([CH2:31][CH:32]1[CH2:37][CH2:36][CH2:35][CH2:34][CH2:33]1)[CH2:19][N:20]1[C:28](=[O:29])[C:27]2[C:22](=[CH:23][CH:24]=[CH:25][CH:26]=2)[C:21]1=[O:30].CC(OC(N[C@H](C(O)=O)CC1C=CC=CC=1C(F)(F)F)=O)(C)C.C1CN([P+](Br)(N2CCCC2)N2CCCC2)CC1.F[P-](F)(F)(F)(F)F.CCN(C(C)C)C(C)C. Product: [Cl:1][C:2]1[C:6]([CH3:7])=[C:5]([C:8]2[CH:9]=[C:10]([C:13]([NH:17][C@H:18]([CH2:19][N:20]3[C:28](=[O:29])[C:27]4[C:22](=[CH:23][CH:24]=[CH:25][CH:26]=4)[C:21]3=[O:30])[CH2:31][CH:32]3[CH2:37][CH2:36][CH2:35][CH2:34][CH2:33]3)=[O:15])[S:11][CH:12]=2)[N:4]([CH3:16])[N:3]=1. The catalyst class is: 22. (2) Reactant: [C:1]([O:10][CH3:11])(=[O:9])[C:2]1[C:3](=[CH:5][CH:6]=[CH:7][CH:8]=1)[OH:4].[CH2:12](Br)[C:13]#[CH:14].C(=O)([O-])[O-].[K+].[K+]. Product: [CH2:12]([O:4][C:3]1[CH:5]=[CH:6][CH:7]=[CH:8][C:2]=1[C:1]([O:10][CH3:11])=[O:9])[CH2:13][CH3:14]. The catalyst class is: 10. (3) Product: [C:1]([NH:4][CH2:5][CH2:6][CH2:7][N:8]1[C:12]([CH2:13][N:40]=[N+:41]=[N-:42])=[CH:11][S:10][C:9]1=[N:15][C:16](=[O:27])[C:17]1[CH:22]=[CH:21][C:20]([O:23][CH3:24])=[CH:19][C:18]=1[O:25][CH3:26])(=[O:3])[CH3:2]. Reactant: [C:1]([NH:4][CH2:5][CH2:6][CH2:7][N:8]1[C:12]([CH2:13]O)=[CH:11][S:10][C:9]1=[N:15][C:16](=[O:27])[C:17]1[CH:22]=[CH:21][C:20]([O:23][CH3:24])=[CH:19][C:18]=1[O:25][CH3:26])(=[O:3])[CH3:2].C(N(CC)CC)C.CS(Cl)(=O)=O.[N-:40]=[N+:41]=[N-:42].[Na+]. The catalyst class is: 18. (4) Reactant: [Cl:1][C:2]1[C:3]([C:12]([F:15])([F:14])[F:13])=[N:4][N:5]([CH2:8][C:9]([OH:11])=O)[C:6]=1[CH3:7].CN(C(ON1N=[N:31][C:26]2C=[CH:28][CH:29]=[N:30][C:25]1=2)=[N+](C)C)C.F[P-](F)(F)(F)(F)F.CC[N:42]([CH2:45][CH3:46])[CH2:43][CH3:44]. Product: [Cl:1][C:2]1[CH:3]=[CH:46][C:45]([N:42]2[C:43]3[CH2:44][CH2:28][CH2:29][N:30]([C:9](=[O:11])[CH2:8][N:5]4[C:6]([CH3:7])=[C:2]([Cl:1])[C:3]([C:12]([F:15])([F:14])[F:13])=[N:4]4)[C:25]=3[CH:26]=[N:31]2)=[CH:7][CH:6]=1. The catalyst class is: 49. (5) Reactant: C(O)(=O)C.[Br:5][C:6]1[C:11](=[O:12])[N:10]([CH3:13])[C:9]2[NH:14][N:15]=[CH:16][C:8]=2[CH:7]=1.C(=O)([O-])[O-].[K+].[K+].I[CH:24]([CH3:26])[CH3:25].O. Product: [Br:5][C:6]1[C:11](=[O:12])[N:10]([CH3:13])[C:9]2[N:14]([CH:24]([CH3:26])[CH3:25])[N:15]=[CH:16][C:8]=2[CH:7]=1. The catalyst class is: 1. (6) Reactant: [N:1]1[CH:6]=[CH:5][N:4]=[CH:3][C:2]=1[C:7]#[C:8][C:9]12[CH2:18][CH:13]3[CH2:14][CH:15]([CH2:17][C:11]([NH:19]C(=O)OC(C)(C)C)([CH2:12]3)[CH2:10]1)[CH2:16]2.C(O)(C(F)(F)F)=O. Product: [N:1]1[CH:6]=[CH:5][N:4]=[CH:3][C:2]=1[C:7]#[C:8][C:9]12[CH2:18][CH:13]3[CH2:14][CH:15]([CH2:17][C:11]([NH2:19])([CH2:12]3)[CH2:10]1)[CH2:16]2. The catalyst class is: 2. (7) Reactant: [F:1][CH:2]([F:27])[C:3]1[CH:12]=[C:11]2[C:6]([C:7](=[O:19])[N:8]([NH:14][S:15]([CH3:18])(=[O:17])=[O:16])[C:9](=[O:13])[NH:10]2)=[CH:5][C:4]=1[C:20]1[N:21]([CH2:25][CH3:26])[N:22]=[CH:23][CH:24]=1.C(N(CC)CC)C.Cl[C:36]([CH2:38][O:39][C:40](=[O:42])[CH3:41])=[O:37]. Product: [F:27][CH:2]([F:1])[C:3]1[CH:12]=[C:11]2[C:6]([C:7](=[O:19])[N:8]([N:14]([S:15]([CH3:18])(=[O:16])=[O:17])[C:36](=[O:37])[CH2:38][O:39][C:40](=[O:42])[CH3:41])[C:9](=[O:13])[NH:10]2)=[CH:5][C:4]=1[C:20]1[N:21]([CH2:25][CH3:26])[N:22]=[CH:23][CH:24]=1. The catalyst class is: 2. (8) Reactant: [O:1]=[C:2]1[C:7]2[CH:8]=[CH:9][O:10][C:6]=2[C:5]([CH2:11][C:12](OC)=O)=[CH:4][NH:3]1.[C-]#[N:17].[Na+].CS(C)=O. Product: [O:1]=[C:2]1[C:7]2[CH:8]=[CH:9][O:10][C:6]=2[C:5]([CH2:11][C:12]#[N:17])=[CH:4][NH:3]1. The catalyst class is: 13.